Dataset: Catalyst prediction with 721,799 reactions and 888 catalyst types from USPTO. Task: Predict which catalyst facilitates the given reaction. (1) The catalyst class is: 5. Product: [F:28][C:18]1[C:17]([CH:15]([N:12]2[C:10]3=[N:11][C:6]([C:4](=[O:3])[CH3:5])=[CH:7][N:8]=[C:9]3[N:14]=[N:13]2)[CH3:16])=[C:26]([F:27])[CH:25]=[C:24]2[C:19]=1[CH:20]=[CH:21][CH:22]=[N:23]2. Reactant: C([O:3][C:4]([C:6]1[N:11]=[C:10]2[N:12]([CH:15]([C:17]3[C:18]([F:28])=[C:19]4[C:24](=[CH:25][C:26]=3[F:27])[N:23]=[CH:22][CH:21]=[CH:20]4)[CH3:16])[N:13]=[N:14][C:9]2=[N:8][CH:7]=1)=[CH2:5])C.Cl. (2) Reactant: [N+:1]([C:4]1[CH:8]=[CH:7][NH:6][N:5]=1)([O-:3])=[O:2].[H-].[Na+].Br[CH2:12][CH2:13][CH3:14]. Product: [N+:1]([C:4]1[CH:8]=[CH:7][N:6]([CH2:12][CH2:13][CH3:14])[N:5]=1)([O-:3])=[O:2]. The catalyst class is: 42. (3) Reactant: CS([C:5]1[S:6][C:7]([C:15]2[CH:19]=[CH:18][NH:17][N:16]=2)=[C:8]2[CH2:13][CH2:12][CH2:11][C:10](=[O:14])[C:9]=12)(=O)=O.[CH:20]1([NH2:25])[CH2:24][CH2:23][CH2:22][CH2:21]1. Product: [CH:20]1([NH:25][C:5]2[S:6][C:7]([C:15]3[CH:19]=[CH:18][NH:17][N:16]=3)=[C:8]3[CH2:13][CH2:12][CH2:11][C:10](=[O:14])[C:9]=23)[CH2:24][CH2:23][CH2:22][CH2:21]1. The catalyst class is: 633. (4) Reactant: [NH2:1][C:2]1[N:7]=[CH:6][N:5]=[C:4]2[N:8]([CH:12]([C:14]3[C:15]([O:37][CH2:38][CH3:39])=[C:16]([CH:23]4[CH2:26][N:25]([C:27]([CH3:36])([CH3:35])[C:28]([O:30]C(C)(C)C)=[O:29])[CH2:24]4)[C:17]([C:21]#[N:22])=[C:18]([Cl:20])[CH:19]=3)[CH3:13])[N:9]=[C:10]([CH3:11])[C:3]=12.[F:40][C:41]([F:46])([F:45])[C:42]([OH:44])=[O:43]. Product: [F:40][C:41]([F:46])([F:45])[C:42]([OH:44])=[O:43].[F:40][C:41]([F:46])([F:45])[C:42]([OH:44])=[O:43].[NH2:1][C:2]1[N:7]=[CH:6][N:5]=[C:4]2[N:8]([CH:12]([C:14]3[C:15]([O:37][CH2:38][CH3:39])=[C:16]([CH:23]4[CH2:26][N:25]([C:27]([CH3:35])([CH3:36])[C:28]([OH:30])=[O:29])[CH2:24]4)[C:17]([C:21]#[N:22])=[C:18]([Cl:20])[CH:19]=3)[CH3:13])[N:9]=[C:10]([CH3:11])[C:3]=12. The catalyst class is: 6. (5) Reactant: C(OC(=O)[NH:7][CH:8]1[CH2:11][N:10]([C:12]2[CH:17]=[CH:16][N:15]=[C:14]([NH:18][CH2:19][CH2:20][CH2:21][CH3:22])[N:13]=2)[CH2:9]1)(C)(C)C.Cl.CO. Product: [NH2:7][CH:8]1[CH2:11][N:10]([C:12]2[CH:17]=[CH:16][N:15]=[C:14]([NH:18][CH2:19][CH2:20][CH2:21][CH3:22])[N:13]=2)[CH2:9]1. The catalyst class is: 106. (6) Reactant: C(OC([N:8]([C:26]1[CH:31]=[CH:30][N:29]=[C:28]([C:32]2[CH:37]=[CH:36][CH:35]=[C:34]([O:38][CH2:39][C:40]([NH:42][CH:43]([CH3:45])[CH3:44])=[O:41])[CH:33]=2)[N:27]=1)[C:9]1[CH:10]=[C:11]2[C:15](=[CH:16][C:17]=1[CH3:18])[N:14](C(OC(C)(C)C)=O)[N:13]=[CH:12]2)=O)(C)(C)C.[C:46]([OH:52])([C:48]([F:51])([F:50])[F:49])=[O:47]. Product: [OH:52][C:46]([C:48]([F:51])([F:50])[F:49])=[O:47].[CH:43]([NH:42][C:40](=[O:41])[CH2:39][O:38][C:34]1[CH:35]=[CH:36][CH:37]=[C:32]([C:28]2[N:27]=[C:26]([NH:8][C:9]3[CH:10]=[C:11]4[C:15](=[CH:16][C:17]=3[CH3:18])[NH:14][N:13]=[CH:12]4)[CH:31]=[CH:30][N:29]=2)[CH:33]=1)([CH3:45])[CH3:44]. The catalyst class is: 2. (7) Reactant: [C:1]([C:3]1[CH:4]=[C:5]([C:14]2[O:18][N:17]=[C:16]([C:19]3[CH:36]=[CH:35][C:22]4[CH2:23][CH2:24][N:25](C(OC(C)(C)C)=O)[CH2:26][CH2:27][C:21]=4[CH:20]=3)[N:15]=2)[CH:6]=[CH:7][C:8]=1[N:9]1[CH2:12][CH:11]([F:13])[CH2:10]1)#[N:2].FC(F)(F)C(O)=O. Product: [F:13][CH:11]1[CH2:12][N:9]([C:8]2[CH:7]=[CH:6][C:5]([C:14]3[O:18][N:17]=[C:16]([C:19]4[CH:36]=[CH:35][C:22]5[CH2:23][CH2:24][NH:25][CH2:26][CH2:27][C:21]=5[CH:20]=4)[N:15]=3)=[CH:4][C:3]=2[C:1]#[N:2])[CH2:10]1. The catalyst class is: 2.